This data is from Peptide-MHC class II binding affinity with 134,281 pairs from IEDB. The task is: Regression. Given a peptide amino acid sequence and an MHC pseudo amino acid sequence, predict their binding affinity value. This is MHC class II binding data. (1) The peptide sequence is SQDNELSWNLNGLQAY. The MHC is DRB1_0401 with pseudo-sequence DRB1_0401. The binding affinity (normalized) is 0.444. (2) The peptide sequence is ITFLRPVLKAMHD. The MHC is HLA-DPA10201-DPB10101 with pseudo-sequence HLA-DPA10201-DPB10101. The binding affinity (normalized) is 0.291. (3) The peptide sequence is EVFFQRLGIASGRARY. The MHC is HLA-DQA10301-DQB10302 with pseudo-sequence HLA-DQA10301-DQB10302. The binding affinity (normalized) is 0.0653. (4) The peptide sequence is AAAAAGTTVYGAFAA. The MHC is HLA-DQA10102-DQB10602 with pseudo-sequence HLA-DQA10102-DQB10602. The binding affinity (normalized) is 0.856. (5) The peptide sequence is QVCYNFKVQFLFSSM. The MHC is DRB1_1302 with pseudo-sequence DRB1_1302. The binding affinity (normalized) is 0.369. (6) The peptide sequence is VAATAGTTVYGAFAA. The binding affinity (normalized) is 0.0867. The MHC is HLA-DPA10103-DPB10601 with pseudo-sequence HLA-DPA10103-DPB10601. (7) The peptide sequence is GGQSSFYSDWYQPAC. The MHC is DRB1_0101 with pseudo-sequence DRB1_0101. The binding affinity (normalized) is 0.223. (8) The peptide sequence is PATAWSLYAVTTAVLTPL. The MHC is DRB5_0101 with pseudo-sequence DRB5_0101. The binding affinity (normalized) is 0.272. (9) The peptide sequence is IGSFFYFPSIGMQRT. The MHC is DRB1_0401 with pseudo-sequence DRB1_0401. The binding affinity (normalized) is 0.974. (10) The MHC is DRB1_0701 with pseudo-sequence DRB1_0701. The binding affinity (normalized) is 0.372. The peptide sequence is FNFSQDDLLTEDVMI.